This data is from Forward reaction prediction with 1.9M reactions from USPTO patents (1976-2016). The task is: Predict the product of the given reaction. The product is: [C:12]([O:11][C:9]([NH:1][CH2:2][CH2:3][CH2:4][CH2:5][CH2:6][CH2:7][OH:8])=[O:10])([CH3:15])([CH3:14])[CH3:13]. Given the reactants [NH2:1][CH2:2][CH2:3][CH2:4][CH2:5][CH2:6][CH2:7][OH:8].[C:9](O[C:9]([O:11][C:12]([CH3:15])([CH3:14])[CH3:13])=[O:10])([O:11][C:12]([CH3:15])([CH3:14])[CH3:13])=[O:10], predict the reaction product.